Predict the reactants needed to synthesize the given product. From a dataset of Full USPTO retrosynthesis dataset with 1.9M reactions from patents (1976-2016). The reactants are: [NH2:1][C:2]1=[N:3][C:4](=[O:26])[NH:5]/[C:6]/1=[CH:7]\[C:8]1[CH:13]=[CH:12][C:11]([O:14]CC2C=CC(OC)=CC=2)=[C:10]([O:24][CH3:25])[CH:9]=1.FC(F)(F)C(O)=O.[OH-].[Na+]. Given the product [NH2:1][C:2]1=[N:3][C:4](=[O:26])[NH:5]/[C:6]/1=[CH:7]\[C:8]1[CH:13]=[CH:12][C:11]([OH:14])=[C:10]([O:24][CH3:25])[CH:9]=1, predict the reactants needed to synthesize it.